Dataset: Catalyst prediction with 721,799 reactions and 888 catalyst types from USPTO. Task: Predict which catalyst facilitates the given reaction. (1) Reactant: [NH2:1][CH2:2][CH2:3][C:4]#[N:5].C(N(CC)CC)C.[Br:13][CH2:14][CH2:15][CH2:16][CH2:17][C:18](Cl)=[O:19].C(OCC)C. The catalyst class is: 7. Product: [Br:13][CH2:14][CH2:15][CH2:16][CH2:17][C:18]([NH:5][CH2:4][CH2:3][C:2]#[N:1])=[O:19]. (2) Reactant: [C:1]([O:6][CH2:7][CH2:8][N:9]([CH3:11])[CH3:10])(=[O:5])[C:2]([CH3:4])=[CH2:3].C1(C)C=CC=CC=1.[C:19]1([CH3:30])[CH:24]=[CH:23][C:22]([S:25]([O:28]C)(=[O:27])=[O:26])=[CH:21][CH:20]=1. Product: [C:19]1([CH3:30])[CH:20]=[CH:21][C:22]([S:25]([O-:28])(=[O:26])=[O:27])=[CH:23][CH:24]=1.[CH2:7]([O:6][C:1](=[O:5])[C:2]([CH3:4])=[CH2:3])[CH3:8].[CH3:8][NH+:9]([CH3:11])[CH3:10]. The catalyst class is: 81. (3) Reactant: C([O:3][C:4](=O)[CH2:5][N:6]1[CH2:11][CH2:10][O:9][CH2:8][C:7]1=[O:12])C.O.[NH2:15][NH2:16].O. Product: [O:12]=[C:7]1[N:6]([CH2:5][C:4]([NH:15][NH2:16])=[O:3])[CH2:11][CH2:10][O:9][CH2:8]1. The catalyst class is: 8. (4) Reactant: [CH2:1]([C:12]#[N:13])[CH2:2][CH2:3][CH2:4][CH2:5][CH2:6][CH2:7][CH2:8][CH2:9][CH2:10][CH3:11].[NH2:14][OH:15]. Product: [OH:15][NH:14][C:12](=[NH:13])[CH2:1][CH2:2][CH2:3][CH2:4][CH2:5][CH2:6][CH2:7][CH2:8][CH2:9][CH2:10][CH3:11]. The catalyst class is: 14. (5) Reactant: [CH3:1][O:2][C:3]([C:5]1[C:9]([NH2:10])=[CH:8][S:7][CH:6]=1)=[O:4].C(N(C(C)C)C(C)C)C.[Br:20][C:21]1[CH:22]=[CH:23][C:24]([O:27][CH2:28][C:29](O)=[O:30])=[N:25][CH:26]=1.CN(C(ON1N=NC2C=CC=NC1=2)=[N+](C)C)C.F[P-](F)(F)(F)(F)F. Product: [CH3:1][O:2][C:3]([C:5]1[C:9]([NH:10][C:29](=[O:30])[CH2:28][O:27][C:24]2[CH:23]=[CH:22][C:21]([Br:20])=[CH:26][N:25]=2)=[CH:8][S:7][CH:6]=1)=[O:4]. The catalyst class is: 35. (6) Reactant: C([O:8][C:9]1[CH:10]=[C:11]([C:37]2[CH:42]=[CH:41][C:40]([P:43](=[O:46])([OH:45])[OH:44])=[CH:39][CH:38]=2)[CH:12]=[CH:13][C:14]=1[C@@H:15]1[C@@H:18]([CH2:19][CH2:20][C@@H:21]([C:23]2[CH:28]=[CH:27][C:26]([F:29])=[CH:25][CH:24]=2)[OH:22])[C:17](=[O:30])[N:16]1[C:31]1[CH:36]=[CH:35][CH:34]=[CH:33][CH:32]=1)C1C=CC=CC=1.[H][H]. Product: [F:29][C:26]1[CH:27]=[CH:28][C:23]([C@@H:21]([OH:22])[CH2:20][CH2:19][C@H:18]2[C:17](=[O:30])[N:16]([C:31]3[CH:32]=[CH:33][CH:34]=[CH:35][CH:36]=3)[C@@H:15]2[C:14]2[CH:13]=[CH:12][C:11]([C:37]3[CH:42]=[CH:41][C:40]([P:43](=[O:44])([OH:45])[OH:46])=[CH:39][CH:38]=3)=[CH:10][C:9]=2[OH:8])=[CH:24][CH:25]=1. The catalyst class is: 29. (7) Reactant: Br[CH2:2][C:3]1[C:8]([CH3:9])=[CH:7][CH:6]=[CH:5][C:4]=1[N:10]1[C:14](=[O:15])[N:13]([CH3:16])[N:12]=[N:11]1.[Br:17][C:18]1[CH:23]=[CH:22][C:21]([OH:24])=[CH:20][C:19]=1[C:25]([F:28])([F:27])[F:26].C(=O)([O-])[O-].[K+].[K+].C(#N)C. Product: [Br:17][C:18]1[CH:23]=[CH:22][C:21]([O:24][CH2:2][C:3]2[C:8]([CH3:9])=[CH:7][CH:6]=[CH:5][C:4]=2[N:10]2[C:14](=[O:15])[N:13]([CH3:16])[N:12]=[N:11]2)=[CH:20][C:19]=1[C:25]([F:26])([F:27])[F:28]. The catalyst class is: 6.